Dataset: Full USPTO retrosynthesis dataset with 1.9M reactions from patents (1976-2016). Task: Predict the reactants needed to synthesize the given product. Given the product [Cl:31][C:28]1[CH:29]=[CH:30][C:25]([CH2:24][O:23][C:20]2[CH:21]=[CH:22][N:17]([C:14]3[CH:15]=[N:16][C:11]([N:8]4[CH2:9][CH2:10][CH:6]([NH:34][CH3:33])[CH2:7]4)=[CH:12][CH:13]=3)[C:18](=[O:32])[CH:19]=2)=[CH:26][CH:27]=1, predict the reactants needed to synthesize it. The reactants are: CS(O[C@@H:6]1[CH2:10][CH2:9][N:8]([C:11]2[N:16]=[CH:15][C:14]([N:17]3[CH:22]=[CH:21][C:20]([O:23][CH2:24][C:25]4[CH:30]=[CH:29][C:28]([Cl:31])=[CH:27][CH:26]=4)=[CH:19][C:18]3=[O:32])=[CH:13][CH:12]=2)[CH2:7]1)(=O)=O.[CH3:33][NH2:34].C1COCC1.